From a dataset of Forward reaction prediction with 1.9M reactions from USPTO patents (1976-2016). Predict the product of the given reaction. Given the reactants [Br:1][C:2]1[CH:11]=[C:10]2[C:5]([CH:6]=[CH:7][N:8]=[C:9]2[O:12][C@H:13]2[CH2:17][N:16]([C:18](=[O:35])[C@@H:19]([NH:27][C:28]([O:30][C:31]([CH3:34])([CH3:33])[CH3:32])=[O:29])[CH2:20][CH2:21][CH2:22][CH2:23][CH2:24][CH:25]=[CH2:26])[C@H:15]([C:36]([O:38]CC)=[O:37])[CH2:14]2)=[CH:4][C:3]=1[O:41][CH3:42], predict the reaction product. The product is: [Br:1][C:2]1[CH:11]=[C:10]2[C:5]([CH:6]=[CH:7][N:8]=[C:9]2[O:12][C@H:13]2[CH2:17][N:16]([C:18](=[O:35])[C@@H:19]([NH:27][C:28]([O:30][C:31]([CH3:32])([CH3:33])[CH3:34])=[O:29])[CH2:20][CH2:21][CH2:22][CH2:23][CH2:24][CH:25]=[CH2:26])[C@H:15]([C:36]([OH:38])=[O:37])[CH2:14]2)=[CH:4][C:3]=1[O:41][CH3:42].